Dataset: Tyrosyl-DNA phosphodiesterase HTS with 341,365 compounds. Task: Binary Classification. Given a drug SMILES string, predict its activity (active/inactive) in a high-throughput screening assay against a specified biological target. The molecule is O=C1C2(CN3CC1(CN(C2)C3c1oc([N+]([O-])=O)cc1)C(C)C)C(C)C. The result is 0 (inactive).